This data is from Full USPTO retrosynthesis dataset with 1.9M reactions from patents (1976-2016). The task is: Predict the reactants needed to synthesize the given product. (1) Given the product [C:1]([C:3]1[CH:4]=[C:5]2[C:13](=[CH:14][CH:15]=1)[N:12]([CH2:31][C:28]1[CH:29]=[CH:30][S:26][CH:27]=1)[C:11]1[CH2:10][CH2:9][CH:8]([NH:16][C:17](=[O:21])[CH:18]([CH3:19])[CH3:20])[CH2:7][C:6]2=1)#[N:2], predict the reactants needed to synthesize it. The reactants are: [C:1]([C:3]1[CH:4]=[C:5]2[C:13](=[CH:14][CH:15]=1)[NH:12][C:11]1[CH2:10][CH2:9][CH:8]([NH:16][C:17](=[O:21])[CH:18]([CH3:20])[CH3:19])[CH2:7][C:6]2=1)#[N:2].CP(C)C.[S:26]1[CH:30]=[CH:29][C:28]([CH2:31]O)=[CH:27]1.N(C(N1CCCCC1)=O)=NC(N1CCCCC1)=O. (2) Given the product [N:21]1[CH:26]=[CH:25][CH:24]=[N:23][C:22]=1[C:27]1[CH:33]=[CH:32][C:30]([NH:31][C:16]([C:15]2[CH:14]=[CH:13][C:12]([C@@H:10]3[CH2:11][C@H:9]3[NH:8][C:6](=[O:7])[O:5][C:1]([CH3:2])([CH3:3])[CH3:4])=[CH:20][CH:19]=2)=[O:18])=[CH:29][CH:28]=1, predict the reactants needed to synthesize it. The reactants are: [C:1]([O:5][C:6]([NH:8][C@@H:9]1[CH2:11][C@H:10]1[C:12]1[CH:20]=[CH:19][C:15]([C:16]([OH:18])=O)=[CH:14][CH:13]=1)=[O:7])([CH3:4])([CH3:3])[CH3:2].[N:21]1[CH:26]=[CH:25][CH:24]=[N:23][C:22]=1[C:27]1[CH:33]=[CH:32][C:30]([NH2:31])=[CH:29][CH:28]=1.F[P-](F)(F)(F)(F)F.N1(OC(N(C)C)=[N+](C)C)C2N=CC=CC=2N=N1.C(N(CC)CC)C.